From a dataset of NCI-60 drug combinations with 297,098 pairs across 59 cell lines. Regression. Given two drug SMILES strings and cell line genomic features, predict the synergy score measuring deviation from expected non-interaction effect. (1) Drug 1: C1=C(C(=O)NC(=O)N1)N(CCCl)CCCl. Drug 2: C1=CC=C(C(=C1)C(C2=CC=C(C=C2)Cl)C(Cl)Cl)Cl. Cell line: MDA-MB-435. Synergy scores: CSS=-0.836, Synergy_ZIP=-0.825, Synergy_Bliss=-0.0133, Synergy_Loewe=-2.69, Synergy_HSA=-2.23. (2) Drug 1: CC1C(C(CC(O1)OC2CC(CC3=C2C(=C4C(=C3O)C(=O)C5=C(C4=O)C(=CC=C5)OC)O)(C(=O)C)O)N)O.Cl. Drug 2: CC1=C2C(C(=O)C3(C(CC4C(C3C(C(C2(C)C)(CC1OC(=O)C(C(C5=CC=CC=C5)NC(=O)C6=CC=CC=C6)O)O)OC(=O)C7=CC=CC=C7)(CO4)OC(=O)C)O)C)OC(=O)C. Cell line: DU-145. Synergy scores: CSS=16.8, Synergy_ZIP=-6.66, Synergy_Bliss=-7.97, Synergy_Loewe=-19.1, Synergy_HSA=-6.99. (3) Drug 1: C1CCC(C1)C(CC#N)N2C=C(C=N2)C3=C4C=CNC4=NC=N3. Drug 2: CN(C(=O)NC(C=O)C(C(C(CO)O)O)O)N=O. Cell line: OVCAR-4. Synergy scores: CSS=0.723, Synergy_ZIP=0.320, Synergy_Bliss=1.23, Synergy_Loewe=1.35, Synergy_HSA=0.325. (4) Drug 1: COC1=C(C=C2C(=C1)N=CN=C2NC3=CC(=C(C=C3)F)Cl)OCCCN4CCOCC4. Drug 2: C1=NC2=C(N1)C(=S)N=C(N2)N. Cell line: EKVX. Synergy scores: CSS=51.5, Synergy_ZIP=-8.79, Synergy_Bliss=-4.00, Synergy_Loewe=2.73, Synergy_HSA=4.21.